Dataset: Reaction yield outcomes from USPTO patents with 853,638 reactions. Task: Predict the reaction yield, written as a fraction of the theoretical maximum amount of product (1.0 means a 100% yield; for example, 0.34 means a 34% yield). (1) The product is [C:33]([CH2:32][C:28]1([N:26]2[CH:27]=[C:23]([B:18]3[O:19][C:20]([CH3:22])([CH3:21])[C:16]([CH3:35])([CH3:15])[O:17]3)[CH:24]=[N:25]2)[CH2:31][N:30]([C:2]2[N:3]=[CH:4][C:5]([C:8]([NH:10][CH:11]([CH3:13])[CH3:12])=[O:9])=[N:6][CH:7]=2)[CH2:29]1)#[N:34]. The reactants are Cl[C:2]1[N:3]=[CH:4][C:5]([C:8]([NH:10][CH:11]([CH3:13])[CH3:12])=[O:9])=[N:6][CH:7]=1.Cl.[CH3:15][C:16]1([CH3:35])[C:20]([CH3:22])([CH3:21])[O:19][B:18]([C:23]2[CH:24]=[N:25][N:26]([C:28]3([CH2:32][C:33]#[N:34])[CH2:31][NH:30][CH2:29]3)[CH:27]=2)[O:17]1.C(N(CC)C(C)C)(C)C. The yield is 0.580. The catalyst is O1CCOCC1. (2) The reactants are Br[C:2]1O[C:5]([CH2:7][N:8]([CH3:10])[CH3:9])=[CH:4][CH:3]=1.[CH:11]([C:13]1[CH:18]=[CH:17][CH:16]=[CH:15][C:14]=1B(O)O)=[O:12].[C:22](=O)([O-])[O-].[Na+].[Na+].Cl. The catalyst is Cl[Pd](Cl)([P](C1C=CC=CC=1)(C1C=CC=CC=1)C1C=CC=CC=1)[P](C1C=CC=CC=1)(C1C=CC=CC=1)C1C=CC=CC=1.C(#N)C. The product is [CH3:9][N:8]([CH2:7][C:5]1[CH2:22][C:2]([C:14]2[CH:15]=[CH:16][CH:17]=[CH:18][C:13]=2[CH:11]=[O:12])=[CH:3][CH:4]=1)[CH3:10]. The yield is 0.690. (3) The reactants are [Li+].[BH4-].CO.[H][H].C([O:9][C:10](=O)[C:11]([CH3:19])([CH3:18])[CH2:12][CH2:13][CH2:14][CH2:15][CH2:16][Br:17])C.Cl.[Cl-].[NH4+]. The catalyst is ClCCl. The product is [Br:17][CH2:16][CH2:15][CH2:14][CH2:13][CH2:12][C:11]([CH3:19])([CH3:18])[CH2:10][OH:9]. The yield is 0.880.